This data is from Forward reaction prediction with 1.9M reactions from USPTO patents (1976-2016). The task is: Predict the product of the given reaction. (1) Given the reactants [N+:1]([CH:4]([CH2:13]C)[CH:5]([C:7]1[CH:8]=[N:9][CH:10]=[CH:11][CH:12]=1)[OH:6])([O-])=O, predict the reaction product. The product is: [NH2:1][CH:4]([CH3:13])[CH:5]([C:7]1[CH:8]=[N:9][CH:10]=[CH:11][CH:12]=1)[OH:6]. (2) The product is: [CH2:1]([N:3]1[C:7]2=[N:8][C:9]([CH2:45][CH3:46])=[C:10]([CH2:19][N:20]([CH2:29][C:30]3[CH:31]=[C:32]([C:37]4[CH:42]=[CH:41][CH:40]=[C:39]([CH2:47][N:48]5[CH2:53][CH2:52][N:51]([CH3:54])[CH2:50][CH2:49]5)[CH:38]=4)[C:33]([F:36])=[CH:34][CH:35]=3)[C:21]([C:23]3([C:26]([NH2:28])=[O:27])[CH2:24][CH2:25]3)=[O:22])[C:11]([NH:12][CH:13]3[CH2:18][CH2:17][O:16][CH2:15][CH2:14]3)=[C:6]2[CH:5]=[N:4]1)[CH3:2]. Given the reactants [CH2:1]([N:3]1[C:7]2=[N:8][C:9]([CH2:45][CH3:46])=[C:10]([CH2:19][N:20]([CH2:29][C:30]3[CH:31]=[C:32]([C:37]4[CH:42]=[CH:41][CH:40]=[C:39](C=O)[CH:38]=4)[C:33]([F:36])=[CH:34][CH:35]=3)[C:21]([C:23]3([C:26]([NH2:28])=[O:27])[CH2:25][CH2:24]3)=[O:22])[C:11]([NH:12][CH:13]3[CH2:18][CH2:17][O:16][CH2:15][CH2:14]3)=[C:6]2[CH:5]=[N:4]1)[CH3:2].[CH3:47][N:48]1[CH2:53][CH2:52][NH:51][CH2:50][CH2:49]1.[C:54](O[BH-](OC(=O)C)OC(=O)C)(=O)C.[Na+].C(O)(=O)C, predict the reaction product.